This data is from NCI-60 drug combinations with 297,098 pairs across 59 cell lines. The task is: Regression. Given two drug SMILES strings and cell line genomic features, predict the synergy score measuring deviation from expected non-interaction effect. (1) Drug 1: CC(C)NC(=O)C1=CC=C(C=C1)CNNC.Cl. Drug 2: N.N.Cl[Pt+2]Cl. Cell line: HOP-62. Synergy scores: CSS=30.4, Synergy_ZIP=1.05, Synergy_Bliss=-2.57, Synergy_Loewe=-21.8, Synergy_HSA=-3.07. (2) Drug 1: C1=NC2=C(N1)C(=S)N=C(N2)N. Drug 2: C1C(C(OC1N2C=NC3=C2NC=NCC3O)CO)O. Cell line: NCI-H226. Synergy scores: CSS=13.3, Synergy_ZIP=-6.54, Synergy_Bliss=-2.90, Synergy_Loewe=-7.45, Synergy_HSA=-2.38. (3) Drug 1: CC1OCC2C(O1)C(C(C(O2)OC3C4COC(=O)C4C(C5=CC6=C(C=C35)OCO6)C7=CC(=C(C(=C7)OC)O)OC)O)O. Drug 2: C1C(C(OC1N2C=NC(=NC2=O)N)CO)O. Cell line: KM12. Synergy scores: CSS=14.6, Synergy_ZIP=-7.91, Synergy_Bliss=-6.78, Synergy_Loewe=-4.63, Synergy_HSA=-3.05. (4) Drug 1: C1=CC(=CC=C1CC(C(=O)O)N)N(CCCl)CCCl.Cl. Drug 2: CS(=O)(=O)OCCCCOS(=O)(=O)C. Cell line: OVCAR-4. Synergy scores: CSS=6.85, Synergy_ZIP=1.70, Synergy_Bliss=4.82, Synergy_Loewe=0.645, Synergy_HSA=1.000. (5) Drug 1: CC1C(C(=O)NC(C(=O)N2CCCC2C(=O)N(CC(=O)N(C(C(=O)O1)C(C)C)C)C)C(C)C)NC(=O)C3=C4C(=C(C=C3)C)OC5=C(C(=O)C(=C(C5=N4)C(=O)NC6C(OC(=O)C(N(C(=O)CN(C(=O)C7CCCN7C(=O)C(NC6=O)C(C)C)C)C)C(C)C)C)N)C. Drug 2: C1C(C(OC1N2C=C(C(=O)NC2=O)F)CO)O. Cell line: RXF 393. Synergy scores: CSS=2.68, Synergy_ZIP=-0.695, Synergy_Bliss=1.35, Synergy_Loewe=-2.51, Synergy_HSA=-1.26. (6) Drug 1: CN(CC1=CN=C2C(=N1)C(=NC(=N2)N)N)C3=CC=C(C=C3)C(=O)NC(CCC(=O)O)C(=O)O. Drug 2: C1=CN(C(=O)N=C1N)C2C(C(C(O2)CO)O)O.Cl. Cell line: EKVX. Synergy scores: CSS=2.46, Synergy_ZIP=0.655, Synergy_Bliss=3.26, Synergy_Loewe=0.215, Synergy_HSA=0.321. (7) Drug 1: CN(CC1=CN=C2C(=N1)C(=NC(=N2)N)N)C3=CC=C(C=C3)C(=O)NC(CCC(=O)O)C(=O)O. Drug 2: CCCCCOC(=O)NC1=NC(=O)N(C=C1F)C2C(C(C(O2)C)O)O. Cell line: HCC-2998. Synergy scores: CSS=23.7, Synergy_ZIP=-3.86, Synergy_Bliss=-3.09, Synergy_Loewe=-20.5, Synergy_HSA=-3.20. (8) Drug 1: CN(C)C1=NC(=NC(=N1)N(C)C)N(C)C. Drug 2: C(CN)CNCCSP(=O)(O)O. Cell line: MDA-MB-231. Synergy scores: CSS=-4.81, Synergy_ZIP=7.52, Synergy_Bliss=7.57, Synergy_Loewe=0.722, Synergy_HSA=0.150. (9) Drug 1: C1CCN(CC1)CCOC2=CC=C(C=C2)C(=O)C3=C(SC4=C3C=CC(=C4)O)C5=CC=C(C=C5)O. Drug 2: COC1=C(C=C2C(=C1)N=CN=C2NC3=CC(=C(C=C3)F)Cl)OCCCN4CCOCC4. Cell line: HOP-62. Synergy scores: CSS=12.4, Synergy_ZIP=-5.59, Synergy_Bliss=-4.07, Synergy_Loewe=-4.28, Synergy_HSA=-5.22. (10) Drug 1: CC1=C2C(C(=O)C3(C(CC4C(C3C(C(C2(C)C)(CC1OC(=O)C(C(C5=CC=CC=C5)NC(=O)OC(C)(C)C)O)O)OC(=O)C6=CC=CC=C6)(CO4)OC(=O)C)OC)C)OC. Drug 2: C1=CN(C(=O)N=C1N)C2C(C(C(O2)CO)O)O.Cl. Cell line: CCRF-CEM. Synergy scores: CSS=67.7, Synergy_ZIP=-2.87, Synergy_Bliss=-3.43, Synergy_Loewe=-3.98, Synergy_HSA=-0.102.